From a dataset of Forward reaction prediction with 1.9M reactions from USPTO patents (1976-2016). Predict the product of the given reaction. (1) Given the reactants [CH2:1]1[S:7][C:5](=[O:6])[NH:4][C:2]1=[O:3].C([N-]C(C)C)(C)C.[Li+].Br[CH2:17][C:18]1[CH:19]=[CH:20][C:21]([Cl:33])=[C:22]([CH:32]=1)[O:23][C:24]1[N:28]([CH3:29])[N:27]=[C:26]([CH3:30])[C:25]=1[CH3:31].O, predict the reaction product. The product is: [Cl:33][C:21]1[CH:20]=[CH:19][C:18]([CH2:17][CH:1]2[S:7][C:5](=[O:6])[NH:4][C:2]2=[O:3])=[CH:32][C:22]=1[O:23][C:24]1[N:28]([CH3:29])[N:27]=[C:26]([CH3:30])[C:25]=1[CH3:31]. (2) Given the reactants [C:1]([C:5]1[O:9][N:8]=[C:7]([NH:10][C:11]([CH:13]2[CH2:18][CH2:17][CH2:16][NH:15][CH2:14]2)=[O:12])[CH:6]=1)([CH3:4])([CH3:3])[CH3:2].Cl.C(N(CC)CC)C.[O:27]=[S:28]1(=[O:37])[CH2:33][CH2:32][N:31]([C:34](Cl)=[O:35])[CH2:30][CH2:29]1, predict the reaction product. The product is: [C:1]([C:5]1[O:9][N:8]=[C:7]([NH:10][C:11]([CH:13]2[CH2:18][CH2:17][CH2:16][N:15]([C:34]([N:31]3[CH2:32][CH2:33][S:28](=[O:37])(=[O:27])[CH2:29][CH2:30]3)=[O:35])[CH2:14]2)=[O:12])[CH:6]=1)([CH3:4])([CH3:2])[CH3:3]. (3) Given the reactants C[O:2][C:3]([C@H:5]1[CH2:10][CH2:9][C@H:8]([C:11]2[N:15]3[CH:16]=[CH:17][N:18]=[C:19]([NH2:20])[C:14]3=[C:13]([C:21]3[CH:30]=[C:29]4[C:24]([CH:25]=[CH:26][C:27]([C:31]5[CH:36]=[CH:35][CH:34]=[CH:33][CH:32]=5)=[N:28]4)=[CH:23][CH:22]=3)[N:12]=2)[CH2:7][CH2:6]1)=O.[H-].[H-].[H-].[H-].[Li+].[Al+3], predict the reaction product. The product is: [NH2:20][C:19]1[C:14]2[N:15]([C:11]([C@H:8]3[CH2:7][CH2:6][C@H:5]([CH2:3][OH:2])[CH2:10][CH2:9]3)=[N:12][C:13]=2[C:21]2[CH:30]=[C:29]3[C:24]([CH:25]=[CH:26][C:27]([C:31]4[CH:36]=[CH:35][CH:34]=[CH:33][CH:32]=4)=[N:28]3)=[CH:23][CH:22]=2)[CH:16]=[CH:17][N:18]=1. (4) Given the reactants [CH2:1]([O:8][C:9]([NH:11][C@H:12]([CH3:16])[C:13]([OH:15])=O)=[O:10])[C:2]1[CH:7]=[CH:6][CH:5]=[CH:4][CH:3]=1.CCN=C=NCCCN(C)C.C1C=CC2N(O)N=NC=2C=1.[CH3:38][C:39]1[CH:44]=[CH:43][C:42]([O:45][Si:46]([CH:53]([CH3:55])[CH3:54])([CH:50]([CH3:52])[CH3:51])[CH:47]([CH3:49])[CH3:48])=[CH:41][C:40]=1[NH2:56], predict the reaction product. The product is: [CH2:1]([O:8][C:9](=[O:10])[NH:11][C@@H:12]([C:13](=[O:15])[NH:56][C:40]1[CH:41]=[C:42]([O:45][Si:46]([CH:53]([CH3:55])[CH3:54])([CH:50]([CH3:52])[CH3:51])[CH:47]([CH3:48])[CH3:49])[CH:43]=[CH:44][C:39]=1[CH3:38])[CH3:16])[C:2]1[CH:3]=[CH:4][CH:5]=[CH:6][CH:7]=1. (5) Given the reactants Br[C:2]1[O:6][C:5]([CH3:7])=[N:4][C:3]=1[C:8]1[CH:13]=[CH:12][C:11]([N+:14]([O-:16])=[O:15])=[CH:10][CH:9]=1.[CH3:17][C:18]1[CH:23]=[CH:22][C:21]([S:24]([N:27]2[C:31]3=[N:32][CH:33]=[CH:34][C:35](B4OC(C)(C)C(C)(C)O4)=[C:30]3[CH:29]=[CH:28]2)(=[O:26])=[O:25])=[CH:20][CH:19]=1, predict the reaction product. The product is: [CH3:7][C:5]1[O:6][C:2]([C:35]2[CH:34]=[CH:33][N:32]=[C:31]3[N:27]([S:24]([C:21]4[CH:22]=[CH:23][C:18]([CH3:17])=[CH:19][CH:20]=4)(=[O:25])=[O:26])[CH:28]=[CH:29][C:30]=23)=[C:3]([C:8]2[CH:13]=[CH:12][C:11]([N+:14]([O-:16])=[O:15])=[CH:10][CH:9]=2)[N:4]=1. (6) Given the reactants [CH:1]([NH:4][C:5]([C:7]1[C:16](=[O:17])[C:15]2[C:10](=[N:11][CH:12]=[CH:13][CH:14]=2)[N:9]([C:18]2[CH:23]=[CH:22][CH:21]=[C:20](Br)[CH:19]=2)[CH:8]=1)=[O:6])([CH3:3])[CH3:2].[C:25]([C:27]1[CH:28]=[N+:29]([O-:33])[CH:30]=[CH:31][CH:32]=1)#[CH:26].C1(C(O)(C#C)C)C=CC=CC=1, predict the reaction product. The product is: [CH:1]1([NH:4][C:5]([C:7]2[C:16](=[O:17])[C:15]3[C:10](=[N:11][CH:12]=[CH:13][CH:14]=3)[N:9]([C:18]3[CH:23]=[CH:22][CH:21]=[C:20]([C:26]#[C:25][C:27]4[CH:28]=[N+:29]([O-:33])[CH:30]=[CH:31][CH:32]=4)[CH:19]=3)[CH:8]=2)=[O:6])[CH2:3][CH2:2]1.